This data is from Full USPTO retrosynthesis dataset with 1.9M reactions from patents (1976-2016). The task is: Predict the reactants needed to synthesize the given product. (1) Given the product [F:1][C:2]1[CH:7]=[CH:6][C:5]([O:8][CH3:9])=[CH:4][C:3]=1[C:10]1[CH:15]=[CH:14][C:13]([C:16]([O:18][CH3:19])=[O:17])=[CH:12][C:11]=1[CH:28]=[C:29]([CH3:34])[CH3:30], predict the reactants needed to synthesize it. The reactants are: [F:1][C:2]1[CH:7]=[CH:6][C:5]([O:8][CH3:9])=[CH:4][C:3]=1[C:10]1[CH:15]=[CH:14][C:13]([C:16]([O:18][CH3:19])=[O:17])=[CH:12][C:11]=1OS(C(F)(F)F)(=O)=O.[CH3:28][C:29]([CH3:34])=[CH:30]B(O)O.C(=O)([O-])[O-].[K+].[K+]. (2) Given the product [Cl:1][C:2]1[CH:3]=[CH:4][C:5]([CH:8]([C:28]2[CH:33]=[CH:32][CH:31]=[C:30]([C:34]#[N:35])[CH:29]=2)[N:9]2[CH2:12][CH:11]([CH:13]([C:18]3[CH:19]=[C:20]([CH:24]=[C:25]([F:27])[CH:26]=3)[C:21]([O:23][CH:36]([CH3:38])[CH3:37])=[O:22])[C:14]([F:17])([CH3:16])[CH3:15])[CH2:10]2)=[CH:6][CH:7]=1, predict the reactants needed to synthesize it. The reactants are: [Cl:1][C:2]1[CH:7]=[CH:6][C:5]([CH:8]([C:28]2[CH:33]=[CH:32][CH:31]=[C:30]([C:34]#[N:35])[CH:29]=2)[N:9]2[CH2:12][CH:11]([CH:13]([C:18]3[CH:19]=[C:20]([CH:24]=[C:25]([F:27])[CH:26]=3)[C:21]([OH:23])=[O:22])[C:14]([F:17])([CH3:16])[CH3:15])[CH2:10]2)=[CH:4][CH:3]=1.[CH:36](O)([CH3:38])[CH3:37]. (3) Given the product [C:30]([C:34]1[CH:38]=[C:37]([NH:39][C:21]([NH:20][C:3]2[CH:4]=[CH:5][C:6]([O:8][C:9]3[C:14]4[N:15]=[CH:16][C:17](=[O:19])[NH:18][C:13]=4[N:12]=[CH:11][CH:10]=3)=[CH:7][C:2]=2[F:1])=[O:29])[N:36]([C:40]2[CH:41]=[N:42][C:43]([CH3:46])=[CH:44][CH:45]=2)[N:35]=1)([CH3:33])([CH3:32])[CH3:31], predict the reactants needed to synthesize it. The reactants are: [F:1][C:2]1[CH:7]=[C:6]([O:8][C:9]2[C:14]3[N:15]=[CH:16][C:17](=[O:19])[NH:18][C:13]=3[N:12]=[CH:11][CH:10]=2)[CH:5]=[CH:4][C:3]=1[NH:20][C:21](=[O:29])OC1C=CC=CC=1.[C:30]([C:34]1[CH:38]=[C:37]([NH2:39])[N:36]([C:40]2[CH:41]=[N:42][C:43]([CH3:46])=[CH:44][CH:45]=2)[N:35]=1)([CH3:33])([CH3:32])[CH3:31].